This data is from Full USPTO retrosynthesis dataset with 1.9M reactions from patents (1976-2016). The task is: Predict the reactants needed to synthesize the given product. (1) Given the product [CH3:34][N:35]([CH3:55])[C:36]1[N:37]=[CH:38][C:39]([C:2]2[CH:3]=[CH:4][C:5]([CH2:6][CH:7]3[C:16]4[C:11](=[CH:12][C:13]([O:17][CH2:18][C:19]5[CH:20]=[CH:21][CH:22]=[CH:23][CH:24]=5)=[CH:14][CH:15]=4)[CH2:10][CH2:9][N:8]3[C:25]3[CH:30]=[CH:29][C:28]([F:31])=[CH:27][CH:26]=3)=[CH:32][CH:33]=2)=[CH:40][CH:41]=1, predict the reactants needed to synthesize it. The reactants are: Br[C:2]1[CH:33]=[CH:32][C:5]([CH2:6][CH:7]2[C:16]3[C:11](=[CH:12][C:13]([O:17][CH2:18][C:19]4[CH:24]=[CH:23][CH:22]=[CH:21][CH:20]=4)=[CH:14][CH:15]=3)[CH2:10][CH2:9][N:8]2[C:25]2[CH:30]=[CH:29][C:28]([F:31])=[CH:27][CH:26]=2)=[CH:4][CH:3]=1.[CH3:34][N:35]([CH3:55])[C:36]1[CH:41]=[CH:40][C:39]([Sn](CCCC)(CCCC)CCCC)=[CH:38][N:37]=1. (2) Given the product [Cl:22][C:17]1[CH:16]=[C:15]([NH:14][C:5]2[C:4]3[C:9](=[CH:10][CH:11]=[C:2]([NH:1][CH:29]([C:24]4[CH:25]=[N:26][CH:27]=[CH:28][N:23]=4)[CH3:30])[CH:3]=3)[N:8]=[CH:7][C:6]=2[C:12]#[N:13])[CH:20]=[CH:19][C:18]=1[F:21], predict the reactants needed to synthesize it. The reactants are: [NH2:1][C:2]1[CH:3]=[C:4]2[C:9](=[CH:10][CH:11]=1)[N:8]=[CH:7][C:6]([C:12]#[N:13])=[C:5]2[NH:14][C:15]1[CH:20]=[CH:19][C:18]([F:21])=[C:17]([Cl:22])[CH:16]=1.[N:23]1[CH:28]=[CH:27][N:26]=[CH:25][C:24]=1[C:29](=O)[CH3:30].[BH3-]C#N.[Na+]. (3) Given the product [F:7][C:8]1[CH:17]=[C:12]2[C:11](/[C:18](=[CH:19]/[C:20]3[N:21]([CH3:1])[N:22]=[CH:23][N:24]=3)/[O:26][C:13]2=[O:14])=[C:10]([N+:27]([O-:29])=[O:28])[CH:9]=1, predict the reactants needed to synthesize it. The reactants are: [CH2:1]1COCC1.Cl.[F:7][C:8]1[CH:9]=[C:10]([N+:27]([O-:29])=[O:28])[C:11]([C:18](=[O:26])[CH2:19][C:20]2[N:24]=[CH:23][N:22](C)[N:21]=2)=[C:12]([CH:17]=1)[C:13](OC)=[O:14]. (4) Given the product [NH2:1][C:2]1[CH:11]=[CH:10][C:9]2[C:8]([N:12]([C:13]([O:15][C:16]([CH3:19])([CH3:17])[CH3:18])=[O:14])[C:20]([O:22][C:23]([CH3:24])([CH3:25])[CH3:26])=[O:21])=[N:7][CH:6]=[CH:5][C:4]=2[C:3]=1[C:27]([NH2:37])=[O:29], predict the reactants needed to synthesize it. The reactants are: [NH2:1][C:2]1[CH:11]=[CH:10][C:9]2[C:8]([N:12]([C:20]([O:22][C:23]([CH3:26])([CH3:25])[CH3:24])=[O:21])[C:13]([O:15][C:16]([CH3:19])([CH3:18])[CH3:17])=[O:14])=[N:7][CH:6]=[CH:5][C:4]=2[C:3]=1[C:27]([O:29]C1C=CC=CC=1)=O.[OH-].[NH4+:37].O1CCOCC1. (5) Given the product [Br:1][C:2]1[CH:3]=[N:4][C:5]([N:8]([CH3:29])[CH2:9][CH2:10][C@H:11]2[CH2:16][CH2:15][C@H:14]([C:17]([N:19]3[CH2:25][CH2:24][CH2:23][N:22]([CH2:26][CH2:27][O:28][C:35](=[O:36])[NH:34][CH2:33][CH2:32][CH2:31][CH3:30])[CH2:21][CH2:20]3)=[O:18])[CH2:13][CH2:12]2)=[N:6][CH:7]=1, predict the reactants needed to synthesize it. The reactants are: [Br:1][C:2]1[CH:3]=[N:4][C:5]([N:8]([CH3:29])[CH2:9][CH2:10][C@H:11]2[CH2:16][CH2:15][C@H:14]([C:17]([N:19]3[CH2:25][CH2:24][CH2:23][N:22]([CH2:26][CH2:27][OH:28])[CH2:21][CH2:20]3)=[O:18])[CH2:13][CH2:12]2)=[N:6][CH:7]=1.[CH3:30][CH2:31][CH2:32][CH2:33][N:34]=[C:35]=[O:36]. (6) Given the product [CH3:27][O:28][C:29](=[O:35])[C@@H:30]([NH:34][C:21]([C:19]1[O:18][N:17]=[C:16]([C:12]2[CH:13]=[CH:14][CH:15]=[C:10]([NH:9][C:7]3[S:8][C:4]4[CH:3]=[C:2]([F:1])[CH:25]=[CH:24][C:5]=4[N:6]=3)[CH:11]=2)[CH:20]=1)=[O:22])[CH2:31][O:32][CH3:33], predict the reactants needed to synthesize it. The reactants are: [F:1][C:2]1[CH:25]=[CH:24][C:5]2[N:6]=[C:7]([NH:9][C:10]3[CH:11]=[C:12]([C:16]4[CH:20]=[C:19]([C:21](O)=[O:22])[O:18][N:17]=4)[CH:13]=[CH:14][CH:15]=3)[S:8][C:4]=2[CH:3]=1.Cl.[CH3:27][O:28][C:29](=[O:35])[C@@H:30]([NH2:34])[CH2:31][O:32][CH3:33]. (7) Given the product [C:1]([C:3]1[CH:8]=[CH:7][C:6]([O:9][C:10]2[CH:17]=[CH:16][C:15]([F:18])=[CH:14][C:11]=2[CH:12]=[N:24][C:29]([O:31][Si:34]([CH3:37])([CH3:36])[CH3:35])=[CH2:30])=[CH:5][CH:4]=1)#[N:2], predict the reactants needed to synthesize it. The reactants are: [C:1]([C:3]1[CH:8]=[CH:7][C:6]([O:9][C:10]2[CH:17]=[CH:16][C:15]([F:18])=[CH:14][C:11]=2[CH:12]=O)=[CH:5][CH:4]=1)#[N:2].[Li+].C[Si]([N-:24][Si](C)(C)C)(C)C.[C:29](Cl)(=[O:31])[CH3:30].Cl[Si:34]([CH3:37])([CH3:36])[CH3:35].